This data is from Reaction yield outcomes from USPTO patents with 853,638 reactions. The task is: Predict the reaction yield, written as a fraction of the theoretical maximum amount of product (1.0 means a 100% yield; for example, 0.34 means a 34% yield). (1) The reactants are [C:1]([O:5][C:6]([N:8]1[CH2:13][CH2:12][CH2:11][C@H:10]([NH2:14])[C@@H:9]1[C:15]1[CH:20]=[CH:19][CH:18]=[CH:17][CH:16]=1)=[O:7])([CH3:4])([CH3:3])[CH3:2].[CH3:21][O:22][C:23]1[CH:31]=[C:30]2[C:26]([CH:27]([C:32]([F:35])([F:34])[F:33])[O:28][CH2:29]2)=[CH:25][C:24]=1[CH:36]=O.C(O[BH-](OC(=O)C)OC(=O)C)(=O)C.[Na+].C(=O)(O)[O-].[Na+]. The catalyst is ClCCl. The product is [C:1]([O:5][C:6]([N:8]1[CH2:13][CH2:12][CH2:11][C@H:10]([NH:14][CH2:36][C:24]2[CH:25]=[C:26]3[C:30](=[CH:31][C:23]=2[O:22][CH3:21])[CH2:29][O:28][CH:27]3[C:32]([F:35])([F:33])[F:34])[C@@H:9]1[C:15]1[CH:20]=[CH:19][CH:18]=[CH:17][CH:16]=1)=[O:7])([CH3:4])([CH3:2])[CH3:3]. The yield is 0.987. (2) The reactants are [CH3:1][C@@H:2]([C@@H:8]1[C@@:12]2([CH3:27])[CH2:13][CH2:14][C@@H:15]3[C@@:20]4([CH3:26])[CH2:21][CH2:22][C@@H:23]([OH:25])[CH2:24][C@H:19]4[CH2:18][CH2:17][C@H:16]3[C@@H:11]2[CH2:10][CH2:9]1)[CH2:3][CH2:4][C:5](O)=[O:6].C(OC(Cl)=O)C(C)C.C(N(CC)CC)C.[CH2:43]([NH:61][CH2:62][CH2:63][CH2:64][CH2:65][CH2:66][CH2:67][CH2:68][CH2:69][CH2:70][CH2:71][CH2:72][CH2:73][CH2:74][CH2:75][CH2:76][CH2:77][CH2:78][CH3:79])[CH2:44][CH2:45][CH2:46][CH2:47][CH2:48][CH2:49][CH2:50][CH2:51][CH2:52][CH2:53][CH2:54][CH2:55][CH2:56][CH2:57][CH2:58][CH2:59][CH3:60]. The catalyst is O1CCCC1. The product is [CH2:62]([N:61]([CH2:43][CH2:44][CH2:45][CH2:46][CH2:47][CH2:48][CH2:49][CH2:50][CH2:51][CH2:52][CH2:53][CH2:54][CH2:55][CH2:56][CH2:57][CH2:58][CH2:59][CH3:60])[C:5](=[O:6])[CH2:4][CH2:3][CH:2]([CH:8]1[C:12]2([CH3:27])[CH:11]([CH:16]3[CH:15]([CH2:14][CH2:13]2)[C:20]2([CH3:26])[CH:19]([CH2:24][CH:23]([OH:25])[CH2:22][CH2:21]2)[CH2:18][CH2:17]3)[CH2:10][CH2:9]1)[CH3:1])[CH2:63][CH2:64][CH2:65][CH2:66][CH2:67][CH2:68][CH2:69][CH2:70][CH2:71][CH2:72][CH2:73][CH2:74][CH2:75][CH2:76][CH2:77][CH2:78][CH3:79]. The yield is 0.930. (3) The reactants are Cl[C:2]1[N:7]=[C:6]([C:8]([NH2:10])=[O:9])[CH:5]=[C:4]([N:11]([CH2:16][CH:17]2[CH2:21][O:20][C:19]([CH3:23])([CH3:22])[O:18]2)[S:12]([CH3:15])(=[O:14])=[O:13])[N:3]=1.[F:24][C:25]1[CH:46]=[CH:45][C:28]([O:29][C:30]2[CH:35]=[CH:34][C:33](B3OC(C)(C)C(C)(C)O3)=[CH:32][CH:31]=2)=[CH:27][CH:26]=1.C([O-])([O-])=O.[Na+].[Na+]. The catalyst is O1CCOCC1.C1C=CC(P(C2C=CC=CC=2)[C-]2C=CC=C2)=CC=1.C1C=CC(P(C2C=CC=CC=2)[C-]2C=CC=C2)=CC=1.Cl[Pd]Cl.[Fe+2]. The product is [CH3:22][C:19]1([CH3:23])[O:18][CH:17]([CH2:16][N:11]([C:4]2[N:3]=[C:2]([C:33]3[CH:32]=[CH:31][C:30]([O:29][C:28]4[CH:27]=[CH:26][C:25]([F:24])=[CH:46][CH:45]=4)=[CH:35][CH:34]=3)[N:7]=[C:6]([C:8]([NH2:10])=[O:9])[CH:5]=2)[S:12]([CH3:15])(=[O:14])=[O:13])[CH2:21][O:20]1. The yield is 0.800. (4) The reactants are I[CH2:2][CH2:3][S:4][C:5]1[CH:11]=[CH:10][C:9]([N+:12]([O-:14])=[O:13])=[CH:8][C:6]=1[NH2:7].C(=O)([O-])[O-].[K+].[K+]. The catalyst is CN(C=O)C.O. The product is [N+:12]([C:9]1[CH:10]=[CH:11][C:5]2[S:4][CH2:3][CH2:2][NH:7][C:6]=2[CH:8]=1)([O-:14])=[O:13]. The yield is 0.870.